Dataset: Catalyst prediction with 721,799 reactions and 888 catalyst types from USPTO. Task: Predict which catalyst facilitates the given reaction. (1) Reactant: Cl([O-])(=O)(=O)=O.[Li+].[CH:7]([NH:10][CH2:11][C:12]1[CH:17]=[CH:16][CH:15]=[CH:14][CH:13]=1)([CH3:9])[CH3:8].[CH:18]1[C:27]2[C:22](=[CH:23][CH:24]=[CH:25][CH:26]=2)[CH:21]=[CH:20][C:19]=1[C:28](=[O:31])[CH:29]=[CH2:30].O. Product: [CH2:11]([N:10]([CH:7]([CH3:9])[CH3:8])[CH2:30][CH2:29][C:28]([C:19]1[CH:20]=[CH:21][C:22]2[C:27](=[CH:26][CH:25]=[CH:24][CH:23]=2)[CH:18]=1)=[O:31])[C:12]1[CH:17]=[CH:16][CH:15]=[CH:14][CH:13]=1. The catalyst class is: 2. (2) Reactant: [C:1]([C:3]1[C:4]([NH:35][CH2:36][CH2:37][O:38][CH3:39])=[CH:5][C:6]([NH:9][C:10]([N:12]2[C:21]3[C:16](=[CH:17][C:18]([CH2:27][N:28]4[CH2:33][CH2:32][S:31][CH2:30][C:29]4=[O:34])=[C:19]([CH:22](OC)[O:23]C)[N:20]=3)[CH2:15][CH2:14][CH2:13]2)=[O:11])=[N:7][CH:8]=1)#[N:2]. Product: [C:1]([C:3]1[C:4]([NH:35][CH2:36][CH2:37][O:38][CH3:39])=[CH:5][C:6]([NH:9][C:10]([N:12]2[C:21]3[C:16](=[CH:17][C:18]([CH2:27][N:28]4[CH2:33][CH2:32][S:31][CH2:30][C:29]4=[O:34])=[C:19]([CH:22]=[O:23])[N:20]=3)[CH2:15][CH2:14][CH2:13]2)=[O:11])=[N:7][CH:8]=1)#[N:2]. The catalyst class is: 2. (3) Reactant: [Cl:1][C:2]1[C:3]([C:9]2[CH:14]=[CH:13][CH:12]=[C:11]([O:15][CH2:16][C:17]3[CH:22]=[CH:21][CH:20]=[C:19]([F:23])[CH:18]=3)[N:10]=2)=[CH:4][C:5](F)=[N:6][CH:7]=1.[NH2:24][C@H:25]1[CH2:30][CH2:29][C@H:28]([CH2:31][NH:32]C(=O)OC(C)(C)C)[CH2:27][CH2:26]1.Cl.O1CCOCC1. Product: [NH2:32][CH2:31][C@H:28]1[CH2:29][CH2:30][C@H:25]([NH:24][C:5]2[CH:4]=[C:3]([C:9]3[CH:14]=[CH:13][CH:12]=[C:11]([O:15][CH2:16][C:17]4[CH:22]=[CH:21][CH:20]=[C:19]([F:23])[CH:18]=4)[N:10]=3)[C:2]([Cl:1])=[CH:7][N:6]=2)[CH2:26][CH2:27]1. The catalyst class is: 16.